From a dataset of Full USPTO retrosynthesis dataset with 1.9M reactions from patents (1976-2016). Predict the reactants needed to synthesize the given product. (1) Given the product [CH:1](=[N:18][C:15]1[CH:16]=[N:17][C:12]([O:11][CH2:9][CH3:10])=[C:13]([O:19][CH3:20])[CH:14]=1)[C:2]1[CH:7]=[CH:6][CH:5]=[CH:4][CH:3]=1, predict the reactants needed to synthesize it. The reactants are: [CH:1](=O)[C:2]1[CH:7]=[CH:6][CH:5]=[CH:4][CH:3]=1.[CH2:9]([O:11][C:12]1[N:17]=[CH:16][C:15]([NH2:18])=[CH:14][C:13]=1[O:19][CH3:20])[CH3:10]. (2) The reactants are: [OH:1][C@H:2]1[CH2:6][N:5]([C:7]([O:9][C:10]([CH3:13])([CH3:12])[CH3:11])=[O:8])[C@H:4]([C:14]([O:16][CH3:17])=[O:15])[CH2:3]1. Given the product [O:1]=[C:2]1[CH2:6][N:5]([C:7]([O:9][C:10]([CH3:11])([CH3:12])[CH3:13])=[O:8])[C@H:4]([C:14]([O:16][CH3:17])=[O:15])[CH2:3]1, predict the reactants needed to synthesize it. (3) Given the product [Cl:18][C:19]1[CH:20]=[C:21]([C:2]2[O:6][C:5](/[CH:7]=[CH:8]/[NH:9][C:10]([C:12]3[CH:17]=[CH:16][CH:15]=[CH:14][N:13]=3)=[O:11])=[CH:4][CH:3]=2)[CH:22]=[CH:23][C:24]=1[Cl:25], predict the reactants needed to synthesize it. The reactants are: Br[C:2]1[O:6][C:5](/[CH:7]=[CH:8]/[NH:9][C:10]([C:12]2[CH:17]=[CH:16][CH:15]=[CH:14][N:13]=2)=[O:11])=[CH:4][CH:3]=1.[Cl:18][C:19]1[CH:20]=[C:21](B(O)O)[CH:22]=[CH:23][C:24]=1[Cl:25].[O-]P([O-])([O-])=O.[K+].[K+].[K+].O. (4) The reactants are: Cl[C:2]1[N:3]=[C:4]([NH:18][CH2:19][CH2:20][CH3:21])[C:5]2[N:6]=[C:7]([NH:16][CH3:17])[N:8]=[C:9]([NH:12][CH2:13][CH2:14][CH3:15])[C:10]=2[N:11]=1.[F:22][C:23]1[CH:30]=[CH:29][C:26]([CH2:27][NH2:28])=[CH:25][CH:24]=1.Cl.ClC1C(C)=C(C=CC=1)CNC1N=C(NCCC)C2N=C(NC)N=C(NCCC)C=2N=1. Given the product [F:22][C:23]1[CH:30]=[CH:29][C:26]([CH2:27][NH:28][C:2]2[N:3]=[C:4]([NH:18][CH2:19][CH2:20][CH3:21])[C:5]3[N:6]=[C:7]([NH:16][CH3:17])[N:8]=[C:9]([NH:12][CH2:13][CH2:14][CH3:15])[C:10]=3[N:11]=2)=[CH:25][CH:24]=1, predict the reactants needed to synthesize it. (5) Given the product [C:28]([O:27][C:25]([NH:24][CH:14]1[C:13](=[O:32])[N:12]2[CH:8]([CH2:9][CH:10]([O:33][C:34]([N:36]3[CH2:44][C:43]4[C:38](=[CH:39][CH:40]=[CH:41][C:42]=4[F:45])[CH2:37]3)=[O:35])[CH2:11]2)[C:7](=[O:46])[NH:6][C:5]2([C:3]([OH:4])=[O:2])[CH:22]([CH2:23]2)[CH2:21][CH2:20][CH2:19][CH2:18][CH2:17][CH2:16][CH2:15]1)=[O:26])([CH3:31])([CH3:29])[CH3:30], predict the reactants needed to synthesize it. The reactants are: C[O:2][C:3]([C:5]12[CH2:23][CH:22]1[CH2:21][CH2:20][CH2:19][CH2:18][CH2:17][CH2:16][CH2:15][CH:14]([NH:24][C:25]([O:27][C:28]([CH3:31])([CH3:30])[CH3:29])=[O:26])[C:13](=[O:32])[N:12]1[CH:8]([CH2:9][CH:10]([O:33][C:34]([N:36]3[CH2:44][C:43]4[C:38](=[CH:39][CH:40]=[CH:41][C:42]=4[F:45])[CH2:37]3)=[O:35])[CH2:11]1)[C:7](=[O:46])[NH:6]2)=[O:4].C1COCC1.CO.[OH-].[Li+].